This data is from Full USPTO retrosynthesis dataset with 1.9M reactions from patents (1976-2016). The task is: Predict the reactants needed to synthesize the given product. (1) Given the product [Cl:51][C:46]1[CH:47]=[CH:48][CH:49]=[CH:50][C:45]=1[O:44][CH2:43][CH2:42][CH2:41][CH2:40][O:1][C:2]1[CH:7]=[CH:6][C:5]([CH:8]2[CH2:13][CH2:12][N:11]([C:14]([O:16][C:17]([CH3:19])([CH3:20])[CH3:18])=[O:15])[CH2:10][CH:9]2[O:21][CH2:22][C:23]2[CH:32]=[C:31]3[C:26]([CH2:27][CH2:28][C:29](=[O:38])[N:30]3[CH2:33][CH2:34][CH2:35][O:36][CH3:37])=[CH:25][CH:24]=2)=[CH:4][CH:3]=1, predict the reactants needed to synthesize it. The reactants are: [OH:1][C:2]1[CH:7]=[CH:6][C:5]([CH:8]2[CH2:13][CH2:12][N:11]([C:14]([O:16][C:17]([CH3:20])([CH3:19])[CH3:18])=[O:15])[CH2:10][CH:9]2[O:21][CH2:22][C:23]2[CH:32]=[C:31]3[C:26]([CH2:27][CH2:28][C:29](=[O:38])[N:30]3[CH2:33][CH2:34][CH2:35][O:36][CH3:37])=[CH:25][CH:24]=2)=[CH:4][CH:3]=1.Br[CH2:40][CH2:41][CH2:42][CH2:43][O:44][C:45]1[CH:50]=[CH:49][CH:48]=[CH:47][C:46]=1[Cl:51]. (2) Given the product [CH3:1][C:2]1[CH:6]=[C:5]([C:7]2[CH:13]3[CH2:14][CH:10]([CH2:11][NH:12]3)[CH2:9][CH:8]=2)[O:4][N:3]=1, predict the reactants needed to synthesize it. The reactants are: [CH3:1][C:2]1[CH:6]=[C:5]([C:7]2[CH:13]3[CH2:14][CH:10]([CH2:11][N:12]3C(OC(C)(C)C)=O)[CH2:9][CH:8]=2)[O:4][N:3]=1.FC(F)(F)C(O)=O.